This data is from Catalyst prediction with 721,799 reactions and 888 catalyst types from USPTO. The task is: Predict which catalyst facilitates the given reaction. (1) Reactant: [Cl-].[Al+3].[Cl-].[Cl-].[CH3:5][O:6][C:7](=[O:30])[CH2:8][CH2:9][CH2:10][CH2:11][CH2:12][CH2:13][C:14]1[S:15][C:16]([C:19]2[CH:24]=[C:23]([Cl:25])[CH:22]=[CH:21][C:20]=2[O:26]C(C)C)=[CH:17][N:18]=1. Product: [CH3:5][O:6][C:7](=[O:30])[CH2:8][CH2:9][CH2:10][CH2:11][CH2:12][CH2:13][C:14]1[S:15][C:16]([C:19]2[CH:24]=[C:23]([Cl:25])[CH:22]=[CH:21][C:20]=2[OH:26])=[CH:17][N:18]=1. The catalyst class is: 2. (2) Reactant: [NH2:1][C:2]1[CH:7]=[CH:6][CH:5]=[CH:4][C:3]=1[C:8](=[O:13])[CH2:9][CH:10]([CH3:12])[CH3:11].[F:14][C:15]1[N:19]([CH3:20])[N:18]=[C:17]([CH3:21])[C:16]=1[C:22](Cl)=[O:23].C(N(CC)CC)C. Product: [CH3:12][CH:10]([CH3:11])[CH2:9][C:8]([C:3]1[CH:4]=[CH:5][CH:6]=[CH:7][C:2]=1[NH:1][C:22]([C:16]1[C:17]([CH3:21])=[N:18][N:19]([CH3:20])[C:15]=1[F:14])=[O:23])=[O:13]. The catalyst class is: 7. (3) Reactant: [CH3:1]/[CH:2]=[C:3]1/[C:4]([NH:6][C@@H:7]([CH:34]([CH3:36])[CH3:35])[C:8]([O:10][C@H:11](/[CH:29]=[CH:30]/[CH2:31][CH2:32][SH:33])[CH2:12][C:13]([CH2:15][C@H:16]([CH:26]([CH3:28])[CH3:27])[C:17]([NH:19][C@H:20]([CH2:24][SH:25])[C:21]([NH:23]/1)=[O:22])=[O:18])=[O:14])=[O:9])=[O:5].[CH2:37]([OH:48])[C@H:38]([C@H:40]([C@@H:42]([C@@H:44]([CH2:46][OH:47])[OH:45])[OH:43])[OH:41])[OH:39]. Product: [CH3:1]/[CH:2]=[C:3]1/[C:4]([NH:6][C@@H:7]([CH:34]([CH3:36])[CH3:35])[C:8]([O:10][C@H:11](/[CH:29]=[CH:30]/[CH2:31][CH2:32][SH:33])[CH2:12][C:13]([CH2:15][C@H:16]([CH:26]([CH3:27])[CH3:28])[C:17]([NH:19][C@H:20]([CH2:24][SH:25])[C:21]([NH:23]/1)=[O:22])=[O:18])=[O:14])=[O:9])=[O:5].[CH2:46]([OH:47])[C@H:44]([C@H:42]([C@@H:40]([C@@H:38]([CH2:37][OH:48])[OH:39])[OH:41])[OH:43])[OH:45]. The catalyst class is: 51. (4) Reactant: [C:1]([O:5][C:6]([N:8]1[CH2:13][CH2:12][CH:11]([C:14]2[CH:15]=[C:16]3[C:20](=[CH:21][CH:22]=2)[NH:19][C:18]([C:23]([OH:25])=O)=[CH:17]3)[CH2:10][CH2:9]1)=[O:7])([CH3:4])([CH3:3])[CH3:2].[F:26][C:27]1[CH:33]=[CH:32][C:30]([NH2:31])=[CH:29][CH:28]=1. Product: [C:1]([O:5][C:6]([N:8]1[CH2:13][CH2:12][CH:11]([C:14]2[CH:15]=[C:16]3[C:20](=[CH:21][CH:22]=2)[NH:19][C:18]([C:23](=[O:25])[NH:31][C:30]2[CH:32]=[CH:33][C:27]([F:26])=[CH:28][CH:29]=2)=[CH:17]3)[CH2:10][CH2:9]1)=[O:7])([CH3:3])([CH3:4])[CH3:2]. The catalyst class is: 9. (5) Reactant: [N+:1]([C:4]1[CH:5]=[C:6]2[C:11](=[CH:12][CH:13]=1)[N:10]=[CH:9][CH:8]=[CH:7]2)([O-])=O.[OH-].[K+].[C:16](CC(OCC)=O)#[N:17]. Product: [NH2:1][C:4]1[CH:13]=[CH:12][C:11]2[N:10]=[CH:9][CH:8]=[CH:7][C:6]=2[C:5]=1[C:16]#[N:17]. The catalyst class is: 9. (6) Reactant: [C:1]1([P:7]([C:14]2[CH:19]=[CH:18][CH:17]=[CH:16][CH:15]=2)[C:8]2[CH:13]=[CH:12][CH:11]=[CH:10][CH:9]=2)[CH:6]=[CH:5][CH:4]=[CH:3][CH:2]=1.[F:20][C:21]1[CH:22]=[C:23]([CH:26]=[CH:27][CH:28]=1)[CH2:24][Br:25]. Product: [Br-:25].[F:20][C:21]1[CH:22]=[C:23]([CH:26]=[CH:27][CH:28]=1)[CH2:24][P+:7]([C:1]1[CH:2]=[CH:3][CH:4]=[CH:5][CH:6]=1)([C:8]1[CH:13]=[CH:12][CH:11]=[CH:10][CH:9]=1)[C:14]1[CH:15]=[CH:16][CH:17]=[CH:18][CH:19]=1. The catalyst class is: 28.